From a dataset of Forward reaction prediction with 1.9M reactions from USPTO patents (1976-2016). Predict the product of the given reaction. (1) Given the reactants I[C:2]1[CH:7]=[CH:6][N:5]=[C:4]2[N:8]([C:11]3[CH:12]=[C:13]([S:17]([NH2:20])(=[O:19])=[O:18])[CH:14]=[CH:15][CH:16]=3)[N:9]=[CH:10][C:3]=12.CC1(C)C(C)(C)OB([C:29]2[C:38]3[C:33](=[CH:34][CH:35]=[CH:36][CH:37]=3)[CH:32]=[N:31][CH:30]=2)O1.C(=O)([O-])[O-].[Na+].[Na+], predict the reaction product. The product is: [CH:32]1[C:33]2[C:38](=[CH:37][CH:36]=[CH:35][CH:34]=2)[C:29]([C:2]2[CH:7]=[CH:6][N:5]=[C:4]3[N:8]([C:11]4[CH:12]=[C:13]([S:17]([NH2:20])(=[O:19])=[O:18])[CH:14]=[CH:15][CH:16]=4)[N:9]=[CH:10][C:3]=23)=[CH:30][N:31]=1. (2) Given the reactants [Br:1][C:2]1[C:3]([NH:8][C@H:9]([C:14]([OH:16])=O)[CH2:10][CH:11]([CH3:13])[CH3:12])=[N:4][N:5]([CH3:7])[CH:6]=1.C1CN([P+](O[N:34]2N=[N:41][C:36]3C=CC=C[C:35]2=3)(N2CCCC2)N2CCCC2)CC1.F[P-](F)(F)(F)(F)F.Cl.NCC#N.C(N(CC)CC)C.C([O-])(O)=O.[Na+], predict the reaction product. The product is: [Br:1][C:2]1[C:3]([NH:8][C@H:9]([C:14]([NH:41][CH2:36][C:35]#[N:34])=[O:16])[CH2:10][CH:11]([CH3:12])[CH3:13])=[N:4][N:5]([CH3:7])[CH:6]=1. (3) Given the reactants [H-].[Na+].[C:3]([C:5]1[CH:6]=[C:7]([CH2:11][C:12]([O:14][CH3:15])=[O:13])[CH:8]=[CH:9][CH:10]=1)#[N:4].O1CCC[CH2:17]1, predict the reaction product. The product is: [C:3]([C:5]1[CH:6]=[C:7]([CH:11]([CH3:17])[C:12]([O:14][CH3:15])=[O:13])[CH:8]=[CH:9][CH:10]=1)#[N:4]. (4) Given the reactants [C:12]([O:11][C:9](O[C:9]([O:11][C:12]([CH3:15])([CH3:14])[CH3:13])=[O:10])=[O:10])([CH3:15])([CH3:14])[CH3:13].[CH3:16][O:17][C:18]([C:20]1[CH:21]=[CH:22][CH:23]=[C:24]2[C:28]=1[NH:27][CH:26]=[CH:25]2)=[O:19], predict the reaction product. The product is: [CH3:16][O:17][C:18]([C:20]1[CH:21]=[CH:22][CH:23]=[C:24]2[C:28]=1[N:27]([C:9]([O:11][C:12]([CH3:13])([CH3:14])[CH3:15])=[O:10])[CH:26]=[CH:25]2)=[O:19]. (5) Given the reactants [NH2:1][C@H:2]([C:6]([OH:8])=[O:7])[CH:3]([CH3:5])[CH3:4].C(N([CH:15]([CH3:17])[CH3:16])CC)(C)C.[Br-:18].[OH-].[Na+], predict the reaction product. The product is: [Br:18][C:16]1[CH:15]=[CH:17][C:3]([CH2:4][NH:1][C@H:2]([C:6]([OH:8])=[O:7])[CH:3]([CH3:5])[CH3:4])=[CH:2][CH:6]=1. (6) Given the reactants C(OP([CH2:9][C:10]([O:12][CH2:13][CH3:14])=[O:11])(OCC)=O)C.[H-].[Na+].[CH2:17]([O:21][C:22]1[C:31]2[C:26](=[CH:27][CH:28]=[C:29](C=O)[CH:30]=2)[C:25](=[O:34])[N:24]([CH2:35][CH:36]2[CH2:38][CH2:37]2)[C:23]=1[CH2:39][NH:40][C:41](=[O:47])[O:42][C:43]([CH3:46])([CH3:45])[CH3:44])[CH2:18][CH2:19][CH3:20].O.[CH3:49]N(C)C=O, predict the reaction product. The product is: [CH2:17]([O:21][CH:22]1[C:31]2[C:26](=[CH:27][CH:28]=[CH:29][CH:30]=2)[C:25](=[O:34])[N:24]([CH2:35][CH:36]2[CH2:38][CH2:37]2)[C:23]1(/[CH:49]=[CH:9]/[C:10]([O:12][CH2:13][CH3:14])=[O:11])[CH2:39][NH:40][C:41]([O:42][C:43]([CH3:44])([CH3:46])[CH3:45])=[O:47])[CH2:18][CH2:19][CH3:20]. (7) Given the reactants [NH2:1][C:2]1[C:16]([N+:17]([O-])=O)=[CH:15][C:5]([O:6][CH2:7][CH2:8][CH2:9][C:10]([O:12][CH2:13][CH3:14])=[O:11])=[CH:4][C:3]=1[CH3:20].[H][H], predict the reaction product. The product is: [NH2:17][C:16]1[CH:15]=[C:5]([CH:4]=[C:3]([CH3:20])[C:2]=1[NH2:1])[O:6][CH2:7][CH2:8][CH2:9][C:10]([O:12][CH2:13][CH3:14])=[O:11].